From a dataset of TCR-epitope binding with 47,182 pairs between 192 epitopes and 23,139 TCRs. Binary Classification. Given a T-cell receptor sequence (or CDR3 region) and an epitope sequence, predict whether binding occurs between them. (1) The epitope is FLLNKEMYL. The TCR CDR3 sequence is CASSGGRVLTANTGELFF. Result: 0 (the TCR does not bind to the epitope). (2) The epitope is AYILFTRFFYV. The TCR CDR3 sequence is CASSLHRSSSSYEQYF. Result: 0 (the TCR does not bind to the epitope).